This data is from Catalyst prediction with 721,799 reactions and 888 catalyst types from USPTO. The task is: Predict which catalyst facilitates the given reaction. (1) Reactant: [NH2:1][C:2]1[CH:3]=[C:4]2[C:8](=[CH:9][CH:10]=1)[N:7]([C:11]([O:13][C:14]([CH3:17])([CH3:16])[CH3:15])=[O:12])[N:6]=[C:5]2[CH3:18].O1CCCC1.[F:24][C:25]1[CH:26]=[C:27]([S:31](Cl)(=[O:33])=[O:32])[CH:28]=[CH:29][CH:30]=1. Product: [C:14]([O:13][C:11]([N:7]1[C:8]2[C:4](=[CH:3][C:2]([NH:1][S:31]([C:27]3[CH:28]=[CH:29][CH:30]=[C:25]([F:24])[CH:26]=3)(=[O:33])=[O:32])=[CH:10][CH:9]=2)[C:5]([CH3:18])=[N:6]1)=[O:12])([CH3:15])([CH3:17])[CH3:16]. The catalyst class is: 66. (2) Reactant: [Br:1][C:2]1[CH:7]=[CH:6][N:5]=[CH:4][C:3]=1[CH:8]=[O:9].[BH4-].[Na+]. Product: [Br:1][C:2]1[CH:7]=[CH:6][N:5]=[CH:4][C:3]=1[CH2:8][OH:9]. The catalyst class is: 162. (3) Reactant: Br[CH:2]([CH2:8][O:9][CH3:10])[CH:3]([O:6][CH3:7])[O:4][CH3:5].[CH3:11][NH2:12]. Product: [CH3:5][O:4][CH:3]([O:6][CH3:7])[CH:2]([NH:12][CH3:11])[CH2:8][O:9][CH3:10]. The catalyst class is: 11. (4) Reactant: [N:1]1[CH:6]=[CH:5][CH:4]=[C:3]([C@@H:7]2[CH2:11][CH2:10][C@H:9](O)[CH2:8]2)[CH:2]=1.[C:13]1(=[O:23])[NH:17][C:16](=[O:18])[C:15]2=[CH:19][CH:20]=[CH:21][CH:22]=[C:14]12.CC(OC(/N=N/C(OC(C)C)=O)=O)C.C1(P(C2C=CC=CC=2)C2C=CC=CC=2)C=CC=CC=1. Product: [N:1]1[CH:6]=[CH:5][CH:4]=[C:3]([C@@H:7]2[CH2:11][CH2:10][C@@H:9]([N:17]3[C:16](=[O:18])[C:15]4=[CH:19][CH:20]=[CH:21][CH:22]=[C:14]4[C:13]3=[O:23])[CH2:8]2)[CH:2]=1. The catalyst class is: 49. (5) Reactant: [Cr](O[Cr]([O-])(=O)=O)([O-])(=O)=O.[Na+].[Na+].I([O-])(=O)(=O)=[O:13].[Na+].[CH2:18]([OH:25])[CH2:19][C:20]#[C:21][CH2:22][CH2:23][CH3:24]. Product: [C:18]([OH:13])(=[O:25])[CH2:19][C:20]#[C:21][CH2:22][CH2:23][CH3:24]. The catalyst class is: 6. (6) Reactant: C(OC([NH:8][CH:9]([C:40]([NH:42][CH3:43])=[O:41])[CH2:10][N:11]1[CH:15]([CH3:16])[C:14]2[CH:17]=[C:18]([C:21]3[C:29]4[C:24](=[CH:25][C:26]([F:30])=[CH:27][CH:28]=4)[N:23](C(OC(C)(C)C)=O)[CH:22]=3)[CH:19]=[CH:20][C:13]=2[S:12]1(=[O:39])=[O:38])=O)(C)(C)C. Product: [NH2:8][CH:9]([CH2:10][N:11]1[CH:15]([CH3:16])[C:14]2[CH:17]=[C:18]([C:21]3[C:29]4[C:24](=[CH:25][C:26]([F:30])=[CH:27][CH:28]=4)[NH:23][CH:22]=3)[CH:19]=[CH:20][C:13]=2[S:12]1(=[O:38])=[O:39])[C:40]([NH:42][CH3:43])=[O:41]. The catalyst class is: 818.